Dataset: CYP2C9 inhibition data for predicting drug metabolism from PubChem BioAssay. Task: Regression/Classification. Given a drug SMILES string, predict its absorption, distribution, metabolism, or excretion properties. Task type varies by dataset: regression for continuous measurements (e.g., permeability, clearance, half-life) or binary classification for categorical outcomes (e.g., BBB penetration, CYP inhibition). Dataset: cyp2c9_veith. (1) The drug is COc1ccc(-n2c(=O)c(-c3cc(F)cc(F)c3)nc3cnc(N4CCNCC4)nc32)cc1. The result is 0 (non-inhibitor). (2) The compound is COC1(OC)N=C(NC(=O)Nc2ccccc2)C2(C#N)C(c3ccccc3)C12C#N. The result is 1 (inhibitor). (3) The drug is CCOC(=O)N/N=C1/C[C@@H](O)[C@@H](O)[C@H]2[C@@H]1CC[C@@H]1C(=O)N(Cc3ccccc3)C(=O)[C@H]12. The result is 0 (non-inhibitor). (4) The compound is O=C(O)c1oc(C(=O)O)c(C(=O)O)c1C(=O)O. The result is 0 (non-inhibitor). (5) The compound is O=c1c(-c2cccs2)nc2cnc(Oc3cccc(Cl)c3)nc2n1C[C@H]1CCCO1. The result is 1 (inhibitor). (6) The drug is CC(=O)O[C@H]1C[C@@H](O[C@H]2[C@@H](O)C[C@@H](O[C@H]3[C@@H](O)C[C@@H](O[C@@H]4CC[C@@]5(C)[C@@H](CC[C@@]6(C)[C@@]7(O)CC[C@H](C8=CC(=O)OC8)[C@@]7(C)[C@@H](O)C[C@]56C)C4)O[C@H]3C)O[C@H]2C)O[C@@H](C)[C@H]1O[C@H]1O[C@@H](CO)[C@@H](O)[C@@H](O)[C@@H]1O. The result is 0 (non-inhibitor). (7) The molecule is CC1=C[N+](=O)c2ccccc2[N+]1=O. The result is 0 (non-inhibitor).